Dataset: Full USPTO retrosynthesis dataset with 1.9M reactions from patents (1976-2016). Task: Predict the reactants needed to synthesize the given product. (1) Given the product [Cl:1][C:2]1[CH:9]=[CH:8][C:5]([CH:6]=[N:11][OH:12])=[CH:4][CH:3]=1, predict the reactants needed to synthesize it. The reactants are: [Cl:1][C:2]1[CH:9]=[CH:8][C:5]([CH:6]=O)=[CH:4][CH:3]=1.Cl.[NH2:11][OH:12].N1C=CC=CC=1.Cl. (2) Given the product [CH:14]1([C@@H:4]([NH:5][C@@H:6]([C:8]2[CH:9]=[CH:10][CH:11]=[CH:12][CH:13]=2)[CH3:7])[C:3]([OH:17])([CH2:27][CH:23]=[CH2:24])[CH2:18][CH:19]=[CH2:20])[CH2:15][CH2:16]1, predict the reactants needed to synthesize it. The reactants are: CO[C:3](=[O:17])[C@@H:4]([CH:14]1[CH2:16][CH2:15]1)[NH:5][C@@H:6]([C:8]1[CH:13]=[CH:12][CH:11]=[CH:10][CH:9]=1)[CH3:7].[CH2:18]([Mg]Br)[CH:19]=[CH2:20].[CH2:23]1[CH2:27]OC[CH2:24]1. (3) The reactants are: [Cl:1][C:2]1[N:10]=[C:9]([C:11]2[CH:16]=[CH:15][CH:14]=[CH:13][CH:12]=2)[C:8]([C:17]2[CH:22]=[CH:21][C:20](=[O:23])[N:19]([CH:24]([CH3:26])[CH3:25])[N:18]=2)=[CH:7][C:3]=1[C:4]([NH2:6])=[O:5].COO[CH:30](OOC)[N:31]([CH3:33])[CH3:32]. Given the product [Cl:1][C:2]1[N:10]=[C:9]([C:11]2[CH:12]=[CH:13][CH:14]=[CH:15][CH:16]=2)[C:8]([C:17]2[CH:22]=[CH:21][C:20](=[O:23])[N:19]([CH:24]([CH3:26])[CH3:25])[N:18]=2)=[CH:7][C:3]=1[C:4](/[N:6]=[CH:30]/[N:31]([CH3:33])[CH3:32])=[O:5], predict the reactants needed to synthesize it. (4) Given the product [F:36][C:35]([F:38])([F:37])[C:34]([OH:39])=[O:43].[CH3:1][NH:2][C:3]1[CH:4]=[N:5][C:6]2[CH:7]=[C:8]3[CH2:17][CH2:16][NH:15][CH2:14][CH2:13][C:9]3=[CH:10][C:11]=2[N:12]=1, predict the reactants needed to synthesize it. The reactants are: [CH3:1][NH:2][C:3]1[CH:4]=[N:5][C:6]2[CH:7]=[C:8]3[CH2:17][CH2:16][NH:15][CH2:14][CH2:13][C:9]3=[CH:10][C:11]=2[N:12]=1.ClC1C=NC2C=C3CCN([C:34](=[O:39])[C:35]([F:38])([F:37])[F:36])CCC3=CC=2N=1.CN.C(=O)([O-])[O-:43].[K+].[K+]. (5) Given the product [Cl:1][C:2]1[C:11]2[C:6](=[CH:7][CH:8]=[C:9]([C:12]([OH:30])([C:24]3[N:28]([CH3:29])[N:27]=[N:26][CH:25]=3)[CH:13]3[CH2:14][N:15]([C:17]([O:19][C:20]([CH3:23])([CH3:22])[CH3:21])=[O:18])[CH2:16]3)[CH:10]=2)[N:5]=[C:4]([CH2:31][CH3:32])[C:3]=1[O:33][CH2:37][CH:34]1[CH2:36][CH2:35]1, predict the reactants needed to synthesize it. The reactants are: [Cl:1][C:2]1[C:11]2[C:6](=[CH:7][CH:8]=[C:9]([C:12]([OH:30])([C:24]3[N:28]([CH3:29])[N:27]=[N:26][CH:25]=3)[CH:13]3[CH2:16][N:15]([C:17]([O:19][C:20]([CH3:23])([CH3:22])[CH3:21])=[O:18])[CH2:14]3)[CH:10]=2)[N:5]=[C:4]([CH2:31][CH3:32])[C:3]=1[OH:33].[CH:34]1([CH2:37]O)[CH2:36][CH2:35]1. (6) Given the product [N+:8]([C:3]1[CH:4]=[N:5][CH:6]=[CH:7][C:2]=1[N:14]1[CH2:15][CH2:16][CH2:17][C@H:12]([OH:11])[CH2:13]1)([O-:10])=[O:9], predict the reactants needed to synthesize it. The reactants are: Cl[C:2]1[CH:7]=[CH:6][N:5]=[CH:4][C:3]=1[N+:8]([O-:10])=[O:9].[OH:11][C@H:12]1[CH2:17][CH2:16][CH2:15][NH:14][CH2:13]1.C(N(CC)CC)C.